This data is from Peptide-MHC class II binding affinity with 134,281 pairs from IEDB. The task is: Regression. Given a peptide amino acid sequence and an MHC pseudo amino acid sequence, predict their binding affinity value. This is MHC class II binding data. (1) The peptide sequence is RNSTWKNQCEMNHVN. The MHC is DRB1_0101 with pseudo-sequence DRB1_0101. The binding affinity (normalized) is 0.703. (2) The binding affinity (normalized) is 0.358. The peptide sequence is LSLMLNYPNSADRYY. The MHC is H-2-IAb with pseudo-sequence H-2-IAb. (3) The MHC is DRB1_0701 with pseudo-sequence DRB1_0701. The peptide sequence is RPGPSRGVQGFIFFF. The binding affinity (normalized) is 0.530. (4) The peptide sequence is HHFHELQLKDGRRIV. The MHC is DRB1_0901 with pseudo-sequence DRB1_0901. The binding affinity (normalized) is 0.597. (5) The peptide sequence is GELQIRDKIDAAFKI. The MHC is DRB1_1302 with pseudo-sequence DRB1_1302. The binding affinity (normalized) is 0.604. (6) The peptide sequence is LKRLWKMLDPRQGLAHHHHHH. The MHC is DRB1_0701 with pseudo-sequence DRB1_0701. The binding affinity (normalized) is 0.429.